Predict the product of the given reaction. From a dataset of Forward reaction prediction with 1.9M reactions from USPTO patents (1976-2016). (1) Given the reactants [NH2:1][CH2:2][C@@H:3]([OH:19])[CH2:4][N:5]([CH3:18])[S:6]([C:9]1[CH:14]=[CH:13][CH:12]=[CH:11][C:10]=1[N+:15]([O-:17])=[O:16])(=[O:8])=[O:7].[S:20]1[C:24]2[CH:25]=[CH:26][CH:27]=[CH:28][C:23]=2[CH:22]=[C:21]1[C:29]([NH:31][C@H:32]([C:37](O)=[O:38])[CH2:33][CH:34]([CH3:36])[CH3:35])=[O:30].CN1CCOCC1.CCN=C=NCCCN(C)C.Cl, predict the reaction product. The product is: [OH:19][C@@H:3]([CH2:4][N:5]([CH3:18])[S:6]([C:9]1[CH:14]=[CH:13][CH:12]=[CH:11][C:10]=1[N+:15]([O-:17])=[O:16])(=[O:8])=[O:7])[CH2:2][NH:1][C:37]([C@@H:32]([NH:31][C:29]([C:21]1[S:20][C:24]2[CH:25]=[CH:26][CH:27]=[CH:28][C:23]=2[CH:22]=1)=[O:30])[CH2:33][CH:34]([CH3:36])[CH3:35])=[O:38]. (2) Given the reactants [Li][CH2:2]CCC.[OH:6][C:7]1[CH:8]=[C:9]([CH:27]=O)[C:10]2[CH2:11][CH:12]([C:20]3[CH:25]=[CH:24][C:23]([OH:26])=[CH:22][CH:21]=3)[CH:13]3[CH2:19][CH2:18][CH2:17][CH:14]3[C:15]=2[CH:16]=1.C(OCC)(=O)C, predict the reaction product. The product is: [OH:26][C:23]1[CH:24]=[CH:25][C:20]([CH:12]2[CH2:11][C:10]3[C:15](=[CH:16][C:7]([OH:6])=[CH:8][C:9]=3[CH:27]=[CH2:2])[CH:14]3[CH2:17][CH2:18][CH2:19][CH:13]23)=[CH:21][CH:22]=1. (3) Given the reactants [NH2:1][C:2]1[CH:3]=[C:4]([C:12]([O:14][CH3:15])=[O:13])[C:5]2[N:9]=[C:8]([Cl:10])[NH:7][C:6]=2[CH:11]=1.C(N(CC)CC)C.[F:23][C:24]([F:35])([F:34])[C:25]1[CH:33]=[CH:32][CH:31]=[CH:30][C:26]=1[C:27](Cl)=[O:28], predict the reaction product. The product is: [Cl:10][C:8]1[NH:7][C:6]2[CH:11]=[C:2]([NH:1][C:27]([C:26]3[CH:30]=[CH:31][CH:32]=[CH:33][C:25]=3[C:24]([F:23])([F:34])[F:35])=[O:28])[CH:3]=[C:4]([C:12]([O:14][CH3:15])=[O:13])[C:5]=2[N:9]=1. (4) Given the reactants [Cl:1][C:2]1[CH:7]=[CH:6][C:5]([C@H:8]2[CH2:13][CH2:12][C@H:11]([C:14]([O:16][CH3:17])=[O:15])[CH2:10][CH2:9]2)=[CH:4][C:3]=1I.C([O-])(=O)C.[K+].[B:24]1([B:24]2[O:28][C:27]([CH3:30])([CH3:29])[C:26]([CH3:32])([CH3:31])[O:25]2)[O:28][C:27]([CH3:30])([CH3:29])[C:26]([CH3:32])([CH3:31])[O:25]1, predict the reaction product. The product is: [Cl:1][C:2]1[CH:7]=[CH:6][C:5]([C@H:8]2[CH2:13][CH2:12][C@H:11]([C:14]([O:16][CH3:17])=[O:15])[CH2:10][CH2:9]2)=[CH:4][C:3]=1[B:24]1[O:28][C:27]([CH3:30])([CH3:29])[C:26]([CH3:32])([CH3:31])[O:25]1. (5) Given the reactants [CH3:1][O:2][C:3]([C:5]1[S:6][C:7]([C:27]2[CH2:32][CH2:31][CH2:30][CH2:29][CH:28]=2)=[CH:8][C:9]=1[N:10]([C@H:20]1[CH2:25][CH2:24][C@H:23]([OH:26])[CH2:22][CH2:21]1)[C:11]([C@H:13]1[CH2:18][CH2:17][C@H:16]([CH3:19])[CH2:15][CH2:14]1)=[O:12])=[O:4].C(O)(=O)C.C(OC(=O)C)(=O)C.C([O-])(O)=O.[Na+].[CH3:49][S:50]([CH3:52])=O, predict the reaction product. The product is: [CH3:1][O:2][C:3]([C:5]1[S:6][C:7]([C:27]2[CH2:32][CH2:31][CH2:30][CH2:29][CH:28]=2)=[CH:8][C:9]=1[N:10]([C:11]([C@H:13]1[CH2:14][CH2:15][C@H:16]([CH3:19])[CH2:17][CH2:18]1)=[O:12])[C@H:20]1[CH2:25][CH2:24][C@H:23]([O:26][CH2:49][S:50][CH3:52])[CH2:22][CH2:21]1)=[O:4]. (6) Given the reactants [CH2:1]([O:8][C:9]1[CH:14]=[CH:13][CH:12]=[CH:11][C:10]=1[CH2:15][CH2:16][CH2:17][CH2:18][CH2:19][CH2:20][CH2:21][S:22](Cl)(=[O:24])=[O:23])[C:2]1[CH:7]=[CH:6][CH:5]=[CH:4][CH:3]=1.[NH4+].[F-:27], predict the reaction product. The product is: [CH2:1]([O:8][C:9]1[CH:14]=[CH:13][CH:12]=[CH:11][C:10]=1[CH2:15][CH2:16][CH2:17][CH2:18][CH2:19][CH2:20][CH2:21][S:22]([F:27])(=[O:24])=[O:23])[C:2]1[CH:7]=[CH:6][CH:5]=[CH:4][CH:3]=1.[CH2:1]([O:8][C:9]1[CH:10]=[CH:11][C:12]([CH2:15][CH2:16][CH2:17][CH2:18][CH2:19][CH2:20][CH2:21][S:22]([F:27])(=[O:24])=[O:23])=[CH:13][CH:14]=1)[C:2]1[CH:3]=[CH:4][CH:5]=[CH:6][CH:7]=1.